This data is from NCI-60 drug combinations with 297,098 pairs across 59 cell lines. The task is: Regression. Given two drug SMILES strings and cell line genomic features, predict the synergy score measuring deviation from expected non-interaction effect. (1) Drug 1: CCCCCOC(=O)NC1=NC(=O)N(C=C1F)C2C(C(C(O2)C)O)O. Drug 2: CC1=C(C(=O)C2=C(C1=O)N3CC4C(C3(C2COC(=O)N)OC)N4)N. Cell line: K-562. Synergy scores: CSS=18.6, Synergy_ZIP=-3.42, Synergy_Bliss=-3.46, Synergy_Loewe=-32.9, Synergy_HSA=0.144. (2) Synergy scores: CSS=32.2, Synergy_ZIP=1.82, Synergy_Bliss=3.82, Synergy_Loewe=4.25, Synergy_HSA=4.27. Drug 2: CC1C(C(CC(O1)OC2CC(OC(C2O)C)OC3=CC4=CC5=C(C(=O)C(C(C5)C(C(=O)C(C(C)O)O)OC)OC6CC(C(C(O6)C)O)OC7CC(C(C(O7)C)O)OC8CC(C(C(O8)C)O)(C)O)C(=C4C(=C3C)O)O)O)O. Cell line: SF-268. Drug 1: CC1=CC=C(C=C1)C2=CC(=NN2C3=CC=C(C=C3)S(=O)(=O)N)C(F)(F)F. (3) Drug 1: CC1CCC2CC(C(=CC=CC=CC(CC(C(=O)C(C(C(=CC(C(=O)CC(OC(=O)C3CCCCN3C(=O)C(=O)C1(O2)O)C(C)CC4CCC(C(C4)OC)O)C)C)O)OC)C)C)C)OC. Drug 2: CC(C)CN1C=NC2=C1C3=CC=CC=C3N=C2N. Cell line: NCIH23. Synergy scores: CSS=8.08, Synergy_ZIP=-5.78, Synergy_Bliss=-0.676, Synergy_Loewe=-11.3, Synergy_HSA=-2.16. (4) Drug 1: C1=CC=C(C(=C1)C(C2=CC=C(C=C2)Cl)C(Cl)Cl)Cl. Drug 2: C1=CN(C=N1)CC(O)(P(=O)(O)O)P(=O)(O)O. Cell line: SNB-19. Synergy scores: CSS=0.0610, Synergy_ZIP=0.277, Synergy_Bliss=0.815, Synergy_Loewe=-1.78, Synergy_HSA=-1.54. (5) Drug 1: C1CN1C2=NC(=NC(=N2)N3CC3)N4CC4. Drug 2: CN(C)C1=NC(=NC(=N1)N(C)C)N(C)C. Cell line: SN12C. Synergy scores: CSS=40.9, Synergy_ZIP=-1.61, Synergy_Bliss=-1.94, Synergy_Loewe=-2.08, Synergy_HSA=-1.98. (6) Drug 1: C1=C(C(=O)NC(=O)N1)N(CCCl)CCCl. Drug 2: CCC1(CC2CC(C3=C(CCN(C2)C1)C4=CC=CC=C4N3)(C5=C(C=C6C(=C5)C78CCN9C7C(C=CC9)(C(C(C8N6C)(C(=O)OC)O)OC(=O)C)CC)OC)C(=O)OC)O.OS(=O)(=O)O. Cell line: SN12C. Synergy scores: CSS=35.7, Synergy_ZIP=-10.1, Synergy_Bliss=-0.376, Synergy_Loewe=2.41, Synergy_HSA=3.43. (7) Synergy scores: CSS=-1.06, Synergy_ZIP=-1.26, Synergy_Bliss=-2.34, Synergy_Loewe=-3.59, Synergy_HSA=-4.18. Drug 2: CCCCCOC(=O)NC1=NC(=O)N(C=C1F)C2C(C(C(O2)C)O)O. Drug 1: CC1=C(C=C(C=C1)C(=O)NC2=CC(=CC(=C2)C(F)(F)F)N3C=C(N=C3)C)NC4=NC=CC(=N4)C5=CN=CC=C5. Cell line: SR. (8) Drug 1: C1=NC2=C(N1)C(=S)N=C(N2)N. Drug 2: C1=CN(C=N1)CC(O)(P(=O)(O)O)P(=O)(O)O. Cell line: NCI/ADR-RES. Synergy scores: CSS=37.4, Synergy_ZIP=2.05, Synergy_Bliss=2.36, Synergy_Loewe=-4.26, Synergy_HSA=3.57.